From a dataset of Full USPTO retrosynthesis dataset with 1.9M reactions from patents (1976-2016). Predict the reactants needed to synthesize the given product. (1) Given the product [Cl:3][C:4]1[CH:5]=[C:6](/[CH:16]=[C:17](\[F:23])/[C:18]([O:20][CH2:21][CH3:22])=[O:19])[CH:7]=[N:8][C:9]=1[NH:10][C@@H:11]1[CH2:15][CH2:14][N:13]([CH:24]2[CH2:28][CH2:27][CH2:26][CH2:25]2)[CH2:12]1, predict the reactants needed to synthesize it. The reactants are: Cl.Cl.[Cl:3][C:4]1[CH:5]=[C:6](/[CH:16]=[C:17](\[F:23])/[C:18]([O:20][CH2:21][CH3:22])=[O:19])[CH:7]=[N:8][C:9]=1[NH:10][C@@H:11]1[CH2:15][CH2:14][NH:13][CH2:12]1.[C:24]1(=O)[CH2:28][CH2:27][CH2:26][CH2:25]1.C(O[BH-](OC(=O)C)OC(=O)C)(=O)C.[Na+].C([O-])([O-])=O.[K+].[K+]. (2) Given the product [C:24]([C:26]([C:29]1[CH:30]=[C:31]([CH:35]=[CH:36][CH:37]=1)[C:32]([NH:1][C:2]1[CH:7]=[CH:6][CH:5]=[C:4]([S:8][C:9]2[CH:10]=[CH:11][C:12]3[N:13]([CH:15]=[C:16]([NH:18][C:19]([CH:21]4[CH2:22][CH2:23]4)=[O:20])[N:17]=3)[N:14]=2)[CH:3]=1)=[O:33])([CH3:28])[CH3:27])#[N:25], predict the reactants needed to synthesize it. The reactants are: [NH2:1][C:2]1[CH:3]=[C:4]([S:8][C:9]2[CH:10]=[CH:11][C:12]3[N:13]([CH:15]=[C:16]([NH:18][C:19]([CH:21]4[CH2:23][CH2:22]4)=[O:20])[N:17]=3)[N:14]=2)[CH:5]=[CH:6][CH:7]=1.[C:24]([C:26]([C:29]1[CH:30]=[C:31]([CH:35]=[CH:36][CH:37]=1)[C:32](O)=[O:33])([CH3:28])[CH3:27])#[N:25].C(Cl)(=O)C(Cl)=O.O1CCCC1.